The task is: Regression. Given a peptide amino acid sequence and an MHC pseudo amino acid sequence, predict their binding affinity value. This is MHC class I binding data.. This data is from Peptide-MHC class I binding affinity with 185,985 pairs from IEDB/IMGT. The peptide sequence is CPNSYDSIM. The MHC is HLA-B35:01 with pseudo-sequence HLA-B35:01. The binding affinity (normalized) is 0.806.